From a dataset of Reaction yield outcomes from USPTO patents with 853,638 reactions. Predict the reaction yield, written as a fraction of the theoretical maximum amount of product (1.0 means a 100% yield; for example, 0.34 means a 34% yield). (1) The reactants are [CH:1]([C:4]1[CH:10]=[CH:9][C:8]([CH3:11])=[CH:7][C:5]=1[NH2:6])([CH3:3])[CH3:2].C(=O)(O)[O-].[Na+].[Cl:17][CH2:18][C:19](Cl)=[O:20]. No catalyst specified. The product is [Cl:17][CH2:18][C:19]([NH:6][C:5]1[CH:7]=[C:8]([CH3:11])[CH:9]=[CH:10][C:4]=1[CH:1]([CH3:3])[CH3:2])=[O:20]. The yield is 0.660. (2) The product is [CH2:20]([O:1][C:2]1[C:11]2[C:6](=[CH:7][C:8]([O:16][CH2:13][CH3:22])=[CH:9][CH:10]=2)[CH:5]=[CH:4][CH:3]=1)[CH3:21]. No catalyst specified. The reactants are [OH:1][C:2]1[C:11]2[C:6](=[CH:7][C:8](O)=[CH:9][CH:10]=2)[CH:5]=[CH:4][CH:3]=1.[C:13](=[O:16])([O-])[O-].[K+].[K+].I[CH2:20][CH3:21].[CH3:22]N(C)C=O. The yield is 0.640. (3) The reactants are [CH:1]([N:4]1[C:8]([C:9]2[N:18]=[C:17]3[N:11]([CH2:12][CH2:13][O:14][C:15]4[CH:22]=[CH:21][C:20]([S:23][CH:24]5[CH2:29][CH2:28][NH:27][CH2:26][CH2:25]5)=[CH:19][C:16]=43)[CH:10]=2)=[N:7][CH:6]=[N:5]1)([CH3:3])[CH3:2].Br[C:31]([CH3:36])([CH3:35])[C:32]([NH2:34])=[O:33].C([O-])([O-])=O.[Cs+].[Cs+]. The catalyst is CC#N. The product is [CH:1]([N:4]1[C:8]([C:9]2[N:18]=[C:17]3[N:11]([CH2:12][CH2:13][O:14][C:15]4[CH:22]=[CH:21][C:20]([S:23][CH:24]5[CH2:29][CH2:28][N:27]([C:31]([CH3:36])([CH3:35])[C:32]([NH2:34])=[O:33])[CH2:26][CH2:25]5)=[CH:19][C:16]=43)[CH:10]=2)=[N:7][CH:6]=[N:5]1)([CH3:3])[CH3:2]. The yield is 0.890. (4) The reactants are [CH3:1][S:2]([NH:5][C:6]1[CH:21]=[CH:20][C:9]2[NH:10][C:11]([CH2:16][C:17]([OH:19])=O)=[N:12][S:13](=[O:15])(=[O:14])[C:8]=2[CH:7]=1)(=[O:4])=[O:3].[CH2:22]([O:24][C:25]([C@@H:27]1[CH2:31][CH2:30][CH2:29][C@@H:28]1[NH:32][CH2:33][C:34]1[CH:39]=[CH:38][C:37]([F:40])=[CH:36][N:35]=1)=[O:26])[CH3:23].C1(N=C=NC2CCCCC2)CCCCC1.ClCCl. The catalyst is CN(C)C=O. The product is [CH2:22]([O:24][C:25]([C@@H:27]1[CH2:31][CH2:30][CH2:29][C@@H:28]1[N:32]([CH2:33][C:34]1[CH:39]=[CH:38][C:37]([F:40])=[CH:36][N:35]=1)[C:17](=[O:19])[CH2:16][C:11]1[NH:10][C:9]2[CH:20]=[CH:21][C:6]([NH:5][S:2]([CH3:1])(=[O:3])=[O:4])=[CH:7][C:8]=2[S:13](=[O:14])(=[O:15])[N:12]=1)=[O:26])[CH3:23]. The yield is 0.487. (5) The reactants are [CH2:1]([O:3][C:4](=[O:17])[CH2:5][CH2:6][NH:7][C:8]1[CH:9]=[C:10]2[C:14](=[CH:15][CH:16]=1)[CH2:13][CH2:12][CH2:11]2)[CH3:2].Cl[C:19]1[C:24]([C:25]([O:27][CH2:28][CH3:29])=[O:26])=[CH:23][N:22]=[C:21]([S:30][CH3:31])[N:20]=1.C(N(CC)CC)C. The catalyst is C(O)CCC. The product is [CH2:28]([O:27][C:25]([C:24]1[C:19]([N:7]([CH2:6][CH2:5][C:4]([O:3][CH2:1][CH3:2])=[O:17])[C:8]2[CH:9]=[C:10]3[C:14](=[CH:15][CH:16]=2)[CH2:13][CH2:12][CH2:11]3)=[N:20][C:21]([S:30][CH3:31])=[N:22][CH:23]=1)=[O:26])[CH3:29]. The yield is 0.900. (6) The reactants are [CH:1]([O:4][P:5]([C:11]1[CH:30]=[CH:29][C:14]([O:15][C:16]2[CH:17]=[C:18]([CH:22]=[C:23]([O:25][CH:26]([CH3:28])[CH3:27])[CH:24]=2)[C:19]([OH:21])=[O:20])=[CH:13][CH:12]=1)([O:7][CH:8]([CH3:10])[CH3:9])=[O:6])([CH3:3])[CH3:2].CN(C=O)C.C(Cl)(=O)C(Cl)=O.N1C=CC=CC=1.[CH3:48][Si:49]([CH3:54])([CH3:53])[CH2:50][CH2:51]O. The catalyst is C(Cl)Cl. The product is [CH3:48][Si:49]([CH3:54])([CH3:53])[CH2:50][CH2:51][O:20][C:19](=[O:21])[C:18]1[CH:22]=[C:23]([O:25][CH:26]([CH3:28])[CH3:27])[CH:24]=[C:16]([O:15][C:14]2[CH:29]=[CH:30][C:11]([P:5]([O:7][CH:8]([CH3:10])[CH3:9])([O:4][CH:1]([CH3:2])[CH3:3])=[O:6])=[CH:12][CH:13]=2)[CH:17]=1. The yield is 0.410. (7) The reactants are C([O:5][C:6](=[O:17])[CH2:7][N:8]1[C:12]2[CH:13]=[CH:14][CH:15]=[CH:16][C:11]=2[N:10]=[N:9]1)(C)(C)C.C(O)(C(F)(F)F)=O. The catalyst is C(Cl)Cl. The product is [N:8]1([CH2:7][C:6]([OH:17])=[O:5])[C:12]2[CH:13]=[CH:14][CH:15]=[CH:16][C:11]=2[N:10]=[N:9]1. The yield is 0.960.